The task is: Predict which catalyst facilitates the given reaction.. This data is from Catalyst prediction with 721,799 reactions and 888 catalyst types from USPTO. (1) Product: [F:30][C:31]([F:41])([F:42])[C:32]1[CH:33]=[CH:34][C:35]([C:36]2[O:20][N:19]=[C:2]([CH:3]3[CH2:4][C:5]4([CH2:11][CH2:10][N:9]([C:12]([O:14][C:15]([CH3:17])([CH3:16])[CH3:18])=[O:13])[CH2:8][CH2:7]4)[CH2:6]3)[N:1]=2)=[CH:39][CH:40]=1. The catalyst class is: 56. Reactant: [NH2:1][C:2](=[N:19][OH:20])[CH:3]1[CH2:6][C:5]2([CH2:11][CH2:10][N:9]([C:12]([O:14][C:15]([CH3:18])([CH3:17])[CH3:16])=[O:13])[CH2:8][CH2:7]2)[CH2:4]1.CCN(C(C)C)C(C)C.[F:30][C:31]([F:42])([F:41])[C:32]1[CH:40]=[CH:39][C:35]([C:36](Cl)=O)=[CH:34][CH:33]=1. (2) Reactant: [CH:1]1[C:13]2[CH:12]([CH2:14][O:15][C:16]([N:18]3[CH2:23][CH2:22][C:21](=O)[CH2:20][CH2:19]3)=[O:17])[C:11]3[C:6](=[CH:7][CH:8]=[CH:9][CH:10]=3)[C:5]=2[CH:4]=[CH:3][CH:2]=1.[NH:25]([C:27]([O:29][C:30]([CH3:33])([CH3:32])[CH3:31])=[O:28])[NH2:26]. Product: [CH3:31][C:30]([CH3:33])([O:29][C:27]([NH:25][N:26]=[C:21]1[CH2:22][CH2:23][N:18]([C:16]([O:15][CH2:14][CH:12]2[C:13]3[CH:1]=[CH:2][CH:3]=[CH:4][C:5]=3[C:6]3[C:11]2=[CH:10][CH:9]=[CH:8][CH:7]=3)=[O:17])[CH2:19][CH2:20]1)=[O:28])[CH3:32]. The catalyst class is: 8. (3) Reactant: [H-].[Na+].[CH2:3]([OH:15])[CH2:4][O:5][CH2:6][CH2:7][O:8][CH2:9][CH2:10][O:11][CH2:12][CH2:13][OH:14].ClC[C:18]1[CH:23]=[CH:22][C:21]([CH:24]=[CH2:25])=[CH:20][CH:19]=1.[Cl-].[NH4+].[CH2:28](OCC)C. Product: [C:21]1([C:24](=[CH2:25])[CH2:28][O:14][CH2:13][CH2:12][O:11][CH2:10][CH2:9][O:8][CH2:7][CH2:6][O:5][CH2:4][CH2:3][OH:15])[CH:20]=[CH:19][CH:18]=[CH:23][CH:22]=1. The catalyst class is: 1.